Dataset: TCR-epitope binding with 47,182 pairs between 192 epitopes and 23,139 TCRs. Task: Binary Classification. Given a T-cell receptor sequence (or CDR3 region) and an epitope sequence, predict whether binding occurs between them. The TCR CDR3 sequence is CASSPSRSGADTQYF. Result: 0 (the TCR does not bind to the epitope). The epitope is EIYKRWII.